Dataset: Peptide-MHC class I binding affinity with 185,985 pairs from IEDB/IMGT. Task: Regression. Given a peptide amino acid sequence and an MHC pseudo amino acid sequence, predict their binding affinity value. This is MHC class I binding data. (1) The peptide sequence is VDFKTPGTY. The MHC is HLA-A02:19 with pseudo-sequence HLA-A02:19. The binding affinity (normalized) is 0.0847. (2) The peptide sequence is KLFTHDIML. The MHC is HLA-A68:02 with pseudo-sequence HLA-A68:02. The binding affinity (normalized) is 0.386. (3) The peptide sequence is ILYAHLHKL. The MHC is BoLA-JSP.1 with pseudo-sequence BoLA-JSP.1. The binding affinity (normalized) is 0.0641. (4) The peptide sequence is LLSAWILTA. The MHC is HLA-B08:01 with pseudo-sequence HLA-B08:01. The binding affinity (normalized) is 0.